Dataset: Reaction yield outcomes from USPTO patents with 853,638 reactions. Task: Predict the reaction yield, written as a fraction of the theoretical maximum amount of product (1.0 means a 100% yield; for example, 0.34 means a 34% yield). (1) The yield is 0.900. The reactants are [O-]P([O-])([O-])=O.[K+].[K+].[K+].[NH:9]1[CH2:13][CH2:12][CH2:11][CH2:10]1.I[C:15]1[CH:20]=[CH:19][CH:18]=[CH:17][CH:16]=1.C(O)CO. The catalyst is [Cu]I.CCCCCC.C(OCC)(=O)C.CC(O)C. The product is [C:15]1([N:9]2[CH2:13][CH2:12][CH2:11][CH2:10]2)[CH:20]=[CH:19][CH:18]=[CH:17][CH:16]=1. (2) The reactants are [OH:1][C:2]1[CH:7]=[CH:6][C:5]([C:8](=[O:29])[CH2:9][CH2:10][C:11]2[S:15][C:14]([C:16]3[CH:21]=[CH:20][C:19]([C:22]([F:25])([F:24])[F:23])=[CH:18][CH:17]=3)=[N:13][C:12]=2[CH:26]([CH3:28])[CH3:27])=[CH:4][C:3]=1[CH3:30].C([O-])([O-])=O.[Cs+].[Cs+].Br[CH2:38][C:39]([O:41][CH2:42][CH3:43])=[O:40]. The catalyst is CC(C)=O. The product is [CH:26]([C:12]1[N:13]=[C:14]([C:16]2[CH:21]=[CH:20][C:19]([C:22]([F:25])([F:24])[F:23])=[CH:18][CH:17]=2)[S:15][C:11]=1[CH2:10][CH2:9][C:8]([C:5]1[CH:6]=[CH:7][C:2]([O:1][CH2:38][C:39]([O:41][CH2:42][CH3:43])=[O:40])=[C:3]([CH3:30])[CH:4]=1)=[O:29])([CH3:27])[CH3:28]. The yield is 0.852. (3) The reactants are Cl.O1CCOCC1.C(OC([NH:15][CH2:16][C@H:17]([C:21]1[CH:26]=[CH:25][C:24]([Cl:27])=[CH:23][CH:22]=1)[C:18]([OH:20])=[O:19])=O)(C)(C)C.O1CCOCC1. The catalyst is C(Cl)Cl. The product is [ClH:27].[NH2:15][CH2:16][C@H:17]([C:21]1[CH:22]=[CH:23][C:24]([Cl:27])=[CH:25][CH:26]=1)[C:18]([OH:20])=[O:19]. The yield is 0.768. (4) The reactants are [NH2:1][CH:2]1[CH2:7][C@@H:6]([C:8]2[C:13]([F:14])=[CH:12][CH:11]=[C:10]([F:15])[C:9]=2[F:16])[C@@H:5]([CH3:17])[N:4]([CH2:18][C:19]([F:22])([F:21])[F:20])[C:3]1=[O:23].[NH:24]1[C:32]2[C:27](=[CH:28][CH:29]=[CH:30][CH:31]=2)[CH:26]=[C:25]1[C:33]([OH:35])=[O:34]. The catalyst is C(OC(C)C)(=O)C.C1COCC1.ClC1C(O)=C(C=C(Cl)C=1)C=O. The product is [NH:24]1[C:32]2[C:27](=[CH:28][CH:29]=[CH:30][CH:31]=2)[CH:26]=[C:25]1[C:33]([O-:35])=[O:34].[CH3:17][C@H:5]1[N:4]([CH2:18][C:19]([F:20])([F:22])[F:21])[C:3](=[O:23])[C@@H:2]([NH3+:1])[CH2:7][C@H:6]1[C:8]1[C:13]([F:14])=[CH:12][CH:11]=[C:10]([F:15])[C:9]=1[F:16]. The yield is 0.790. (5) The reactants are [NH2:1][C:2]1[CH:3]=[C:4]([CH:7]=[CH:8][C:9]=1[NH:10][CH2:11][CH2:12][CH2:13][OH:14])[C:5]#[N:6].[N:15]([O-])=O.[Na+]. The catalyst is Cl.O. The product is [OH:14][CH2:13][CH2:12][CH2:11][N:10]1[C:9]2[CH:8]=[CH:7][C:4]([C:5]#[N:6])=[CH:3][C:2]=2[N:1]=[N:15]1. The yield is 0.960.